This data is from Reaction yield outcomes from USPTO patents with 853,638 reactions. The task is: Predict the reaction yield, written as a fraction of the theoretical maximum amount of product (1.0 means a 100% yield; for example, 0.34 means a 34% yield). (1) The reactants are C(O)(C(F)(F)F)=O.[F:8][C:9]1[CH:10]=[C:11]([NH:20][C:21]([C@H:23]2[C:32]3[C:27](=[CH:28][C:29]([O:33][CH3:34])=[CH:30][CH:31]=3)[CH2:26][CH2:25][N:24]2[C:35]([C@@H:37]2[CH2:40][C@H:39]([CH2:41][C:42]([O:44]C(C)(C)C)=[O:43])[CH2:38]2)=[O:36])=[O:22])[CH:12]=[C:13]([F:19])[C:14]=1[Si:15]([CH3:18])([CH3:17])[CH3:16].C(=O)([O-])O.[Na+]. No catalyst specified. The product is [F:8][C:9]1[CH:10]=[C:11]([NH:20][C:21]([C@H:23]2[C:32]3[C:27](=[CH:28][C:29]([O:33][CH3:34])=[CH:30][CH:31]=3)[CH2:26][CH2:25][N:24]2[C:35]([C@@H:37]2[CH2:40][C@H:39]([CH2:41][C:42]([OH:44])=[O:43])[CH2:38]2)=[O:36])=[O:22])[CH:12]=[C:13]([F:19])[C:14]=1[Si:15]([CH3:17])([CH3:18])[CH3:16]. The yield is 0.659. (2) The reactants are [CH2:1]([OH:4])[CH2:2][OH:3].[C:5](#[N:8])[CH:6]=[CH2:7].Cl. The catalyst is CO. The product is [CH2:1]([O:4][CH2:7][CH2:6][C:5]#[N:8])[CH2:2][O:3][CH2:7][CH2:6][C:5]#[N:8]. The yield is 0.399. (3) The product is [CH3:41][C:38]1([CH3:42])[C:37](=[O:43])[NH:36][C:35]2[N:44]=[CH:45][C:32](/[CH:10]=[CH:9]/[C:8]([N:7]([CH3:12])[CH2:6][C:5]3[CH:13]=[CH:14][CH:15]=[C:16]([O:17][C:18]([F:19])([F:20])[F:21])[C:4]=3[O:3][CH2:1][CH3:2])=[O:11])=[CH:33][C:34]=2[CH2:40][NH:39]1. The yield is 0.310. The reactants are [CH2:1]([O:3][C:4]1[C:16]([O:17][C:18]([F:21])([F:20])[F:19])=[CH:15][CH:14]=[CH:13][C:5]=1[CH2:6][N:7]([CH3:12])[C:8](=[O:11])[CH:9]=[CH2:10])[CH3:2].C(N(C(C)C)CC)(C)C.Br[C:32]1[CH:45]=[N:44][C:35]2[NH:36][C:37](=[O:43])[C:38]([CH3:42])([CH3:41])[NH:39][CH2:40][C:34]=2[CH:33]=1.CC1C=CC=CC=1P(C1C=CC=CC=1C)C1C=CC=CC=1C. The catalyst is C(#N)CC.CN(C=O)C.CC([O-])=O.CC([O-])=O.[Pd+2]. (4) The reactants are Br[CH:2]1[C:9]2[CH:10]=[CH:11][CH:12]=[CH:13][C:8]=2[CH2:7][CH:6]([OH:14])[C:5]2[CH:15]=[CH:16][CH:17]=[CH:18][C:4]=2[CH:3]1Br.C([N-]C(C)C)(C)C.[Li+]. The catalyst is O1CCCC1. The product is [CH:18]1[C:4]2[C:3]#[C:2][C:9]3[CH:10]=[CH:11][CH:12]=[CH:13][C:8]=3[CH2:7][CH:6]([OH:14])[C:5]=2[CH:15]=[CH:16][CH:17]=1. The yield is 0.570.